Task: Predict the product of the given reaction.. Dataset: Forward reaction prediction with 1.9M reactions from USPTO patents (1976-2016) (1) Given the reactants [CH2:1]([S:4]([N:7]1[CH2:10][CH:9]([CH2:11][OH:12])[CH2:8]1)(=[O:6])=[O:5])[CH2:2][CH3:3].Cl.NC1C(CC2C=CC(Cl)=C(Cl)C=2)C2C=C(CN[S:36]([CH2:39]CC)(=[O:38])=[O:37])C=CC=2CC1, predict the reaction product. The product is: [CH2:1]([S:4]([N:7]1[CH2:8][CH:9]([CH2:11][O:12][S:36]([CH3:39])(=[O:38])=[O:37])[CH2:10]1)(=[O:6])=[O:5])[CH2:2][CH3:3]. (2) Given the reactants [CH3:1][CH:2]1[CH2:6][CH:5]([CH3:7])[CH2:4][N:3]1[CH2:8][C@@H:9]([NH2:16])[C:10]1[CH:15]=[CH:14][CH:13]=[CH:12][CH:11]=1.[Cl:17][C:18]1[C:26]([C:27]([F:30])([F:29])[F:28])=[CH:25][CH:24]=[CH:23][C:19]=1[C:20](O)=[O:21], predict the reaction product. The product is: [Cl:17][C:18]1[C:26]([C:27]([F:28])([F:29])[F:30])=[CH:25][CH:24]=[CH:23][C:19]=1[C:20]([NH:16][C@@H:9]([C:10]1[CH:15]=[CH:14][CH:13]=[CH:12][CH:11]=1)[CH2:8][N:3]1[CH2:4][CH:5]([CH3:7])[CH2:6][CH:2]1[CH3:1])=[O:21]. (3) Given the reactants C(O[C@H:5]1[CH2:9][N:8](C(OC(C)(C)C)=O)[C@@H:7]([CH2:17]O)[CH2:6]1)C=C.F[C:20]1[CH:21]=[C:22]([CH:55]=[C:56](F)[CH:57]=1)[CH2:23][C@H:24](C(N1[C@@H](CC2C=CC=CC=2)COC1=O)=O)[C@@H:25]([CH:27]1[CH2:32][CH2:31][CH2:30]CN1C(OC(C)(C)C)=O)O.C([C@H]1COC(=O)N1[C:72](=[O:83])[CH2:73][CH2:74][C:75]1[CH:80]=[C:79]([F:81])[CH:78]=[C:77]([F:82])[CH:76]=1)C1C=CC=CC=1.B(OS(C(F)(F)F)(=O)=O)(CCCC)CCCC.C([N:103](CC)CC)C.C(O[C@H]1CN(C(OC(C)(C)C)=O)[C@@H](C(O)=O)C1)C=C, predict the reaction product. The product is: [NH2:103][C@@H:73]([CH2:74][C:75]1[CH:76]=[C:77]([F:82])[CH:78]=[C:79]([F:81])[CH:80]=1)[C@@H:72]([C@H:9]1[CH2:5][CH2:6][CH2:17][CH2:7][N:8]1[CH:23]([C:22]1[CH:21]=[CH:20][CH:57]=[CH:56][CH:55]=1)[C:24]1[CH:25]=[CH:27][CH:32]=[CH:31][CH:30]=1)[OH:83]. (4) Given the reactants [F:1][C:2]1[CH:3]=[CH:4][C:5]([O:19][CH3:20])=[C:6]([C:8]([CH3:18])([CH3:17])[CH2:9][C:10]2([C:13]([F:16])([F:15])[F:14])[CH2:12][O:11]2)[CH:7]=1.[CH3:21][C:22]1[N:27]=[C:26]2[N:28]([C:31]3[CH:36]=[CH:35][N:34]=[CH:33][CH:32]=3)[N:29]=[CH:30][C:25]2=[C:24]([NH2:37])[N:23]=1, predict the reaction product. The product is: [F:14][C:13]([F:16])([F:15])[C:10]([CH2:12][NH:37][C:24]1[N:23]=[C:22]([CH3:21])[N:27]=[C:26]2[N:28]([C:31]3[CH:36]=[CH:35][N:34]=[CH:33][CH:32]=3)[N:29]=[CH:30][C:25]=12)([OH:11])[CH2:9][C:8]([C:6]1[CH:7]=[C:2]([F:1])[CH:3]=[CH:4][C:5]=1[O:19][CH3:20])([CH3:18])[CH3:17]. (5) Given the reactants C(O[C@@H]1[C@@H](OC(=O)C)[C@@H](COC(=O)C)O[C@H:7]([N:20]2[CH:24]=C(C3C=CC=CC=3)N=N2)[C@H]1CC([O-])=O)(=O)C.[Br:35][C:36]1[CH:37]=[C:38]([C:46]([O:48]C)=O)[CH:39]=[C:40]([CH:45]=1)[C:41](OC)=[O:42].C[NH2:51], predict the reaction product. The product is: [CH3:7][N:20]([CH3:24])[C:46](=[O:48])[C:38]1[CH:37]=[C:36]([Br:35])[CH:45]=[C:40]([C:41]([NH2:51])=[O:42])[CH:39]=1.